Dataset: Forward reaction prediction with 1.9M reactions from USPTO patents (1976-2016). Task: Predict the product of the given reaction. (1) Given the reactants Br[C:2]1[S:3][CH:4]=[CH:5][N:6]=1.[F:7][C:8]1[CH:29]=[CH:28][C:11]([C:12]([NH:14][C:15]2[C:16]3[CH2:27][NH:26][CH2:25][C:17]=3[N:18](C(OCC)=O)[N:19]=2)=[O:13])=[CH:10][CH:9]=1.C([O-])([O-])=O.[K+].[K+], predict the reaction product. The product is: [F:7][C:8]1[CH:29]=[CH:28][C:11]([C:12]([NH:14][C:15]2[NH:19][N:18]=[C:17]3[CH2:25][N:26]([C:2]4[S:3][CH:4]=[CH:5][N:6]=4)[CH2:27][C:16]=23)=[O:13])=[CH:10][CH:9]=1. (2) Given the reactants C[Si]([N-][Si](C)(C)C)(C)C.[K+].[CH2:11]([O:18][C:19]1[CH:20]=[C:21]([C:25]2[CH:40]=[C:28]3[N:29]=[C:30]([CH3:39])[C:31]([CH2:34][C:35]([O:37][CH3:38])=[O:36])=[C:32]([Cl:33])[N:27]3[N:26]=2)[CH:22]=[CH:23][CH:24]=1)[C:12]1[CH:17]=[CH:16][CH:15]=[CH:14][CH:13]=1.C1(C2[O:49]N2S(C2C=CC=CC=2)(=O)=O)C=CC=CC=1, predict the reaction product. The product is: [CH2:11]([O:18][C:19]1[CH:20]=[C:21]([C:25]2[CH:40]=[C:28]3[N:29]=[C:30]([CH3:39])[C:31]([CH:34]([OH:49])[C:35]([O:37][CH3:38])=[O:36])=[C:32]([Cl:33])[N:27]3[N:26]=2)[CH:22]=[CH:23][CH:24]=1)[C:12]1[CH:13]=[CH:14][CH:15]=[CH:16][CH:17]=1. (3) Given the reactants [NH2:1][C:2]1[C:7]([NH2:8])=[CH:6][CH:5]=[CH:4][N:3]=1.[Cl:9][CH:10](C)[C:11]#N.[CH4:14], predict the reaction product. The product is: [Cl:9][C:10]#[CH:11].[N:8]1[C:7]2[C:2](=[N:3][CH:4]=[CH:5][CH:6]=2)[NH:1][CH:14]=1. (4) The product is: [NH2:34][C:31]1[N:32]=[CH:33][C:28]([C:14]2[CH:15]=[CH:16][C:17]([C:2]3[C:3]([O:8][CH2:9][CH2:10][OH:11])=[N:4][CH:5]=[CH:6][CH:7]=3)=[CH:18][C:13]=2[F:12])=[CH:29][N:30]=1. Given the reactants Br[C:2]1[C:3]([O:8][CH2:9][CH2:10][OH:11])=[N:4][CH:5]=[CH:6][CH:7]=1.[F:12][C:13]1[CH:18]=[C:17](B2OC(C)(C)C(C)(C)O2)[CH:16]=[CH:15][C:14]=1[C:28]1[CH:29]=[N:30][C:31]([NH2:34])=[N:32][CH:33]=1, predict the reaction product. (5) Given the reactants [CH2:1]([C:3]([C:6]1[CH:7]=[CH:8][C:9](F)=[C:10]([CH:13]=1)[CH:11]=O)=[CH:4][CH3:5])[CH3:2].[CH2:15]([O:17][C:18](=[O:21])[CH2:19][SH:20])[CH3:16].C([O-])([O-])=O.[K+].[K+], predict the reaction product. The product is: [CH2:15]([O:17][C:18]([C:19]1[S:20][C:9]2[CH:8]=[CH:7][C:6]([C:3]([CH2:1][CH3:2])=[CH:4][CH3:5])=[CH:13][C:10]=2[CH:11]=1)=[O:21])[CH3:16]. (6) Given the reactants C1(P(C2C=CC=CC=2)C2C=CC=CC=2)C=CC=CC=1.[C:20]([O:28][CH3:29])(=[O:27])/[CH:21]=[CH:22]\[C:23]([O:25][CH3:26])=[O:24].C1C=CC=CC=1.[C:36]([O:40][C:41](=[O:53])[C:42]1[CH:47]=[CH:46][C:45]([CH:48]=O)=[C:44]([N+:50]([O-:52])=[O:51])[CH:43]=1)([CH3:39])([CH3:38])[CH3:37], predict the reaction product. The product is: [CH3:26][O:25][C:23](=[O:24])[C:22](=[CH:48][C:45]1[CH:46]=[CH:47][C:42]([C:41]([O:40][C:36]([CH3:39])([CH3:37])[CH3:38])=[O:53])=[CH:43][C:44]=1[N+:50]([O-:52])=[O:51])[CH2:21][C:20]([O:28][CH3:29])=[O:27]. (7) Given the reactants [C:1]([N:8]1[CH2:12][CH2:11][C@H:10]([N:13]([CH:21]2[CH2:26][CH2:25][C:24]([CH3:28])([CH3:27])[CH2:23][CH2:22]2)[C:14](=[O:20])[C:15]([CH3:19])([CH3:18])[CH2:16][OH:17])[CH2:9]1)([O:3][C:4]([CH3:7])([CH3:6])[CH3:5])=[O:2].CC(OI1(OC(C)=O)(OC(C)=O)OC(=O)C2C=CC=CC1=2)=O, predict the reaction product. The product is: [C:1]([N:8]1[CH2:12][CH2:11][C@H:10]([N:13]([CH:21]2[CH2:26][CH2:25][C:24]([CH3:28])([CH3:27])[CH2:23][CH2:22]2)[C:14](=[O:20])[C:15]([CH3:19])([CH3:18])[CH:16]=[O:17])[CH2:9]1)([O:3][C:4]([CH3:5])([CH3:6])[CH3:7])=[O:2].